This data is from Reaction yield outcomes from USPTO patents with 853,638 reactions. The task is: Predict the reaction yield, written as a fraction of the theoretical maximum amount of product (1.0 means a 100% yield; for example, 0.34 means a 34% yield). (1) The reactants are [C:1]([C:5]1[CH:6]=[C:7]([NH:26][C:27]([NH:29][C@@H:30]2[C:39]3[C:34](=[CH:35][CH:36]=[CH:37][CH:38]=3)[C@H:33]([O:40][C:41]3[CH:42]=[CH:43][C:44]4[N:45]([C:47]([N:50]([CH:54]([CH3:56])[CH3:55])[CH:51]([CH3:53])[CH3:52])=[N:48][N:49]=4)[CH:46]=3)[CH2:32][CH2:31]2)=[O:28])[N:8]([C:10]2[CH:15]=[CH:14][CH:13]=[C:12]([O:16][CH2:17][CH2:18][O:19]C3CCCCO3)[CH:11]=2)[N:9]=1)([CH3:4])([CH3:3])[CH3:2].C1(C)C=CC(S([O-])(=O)=O)=CC=1.[NH+]1C=CC=CC=1. The catalyst is CO. The product is [C:1]([C:5]1[CH:6]=[C:7]([NH:26][C:27]([NH:29][C@@H:30]2[C:39]3[C:34](=[CH:35][CH:36]=[CH:37][CH:38]=3)[C@H:33]([O:40][C:41]3[CH:42]=[CH:43][C:44]4[N:45]([C:47]([N:50]([CH:51]([CH3:53])[CH3:52])[CH:54]([CH3:55])[CH3:56])=[N:48][N:49]=4)[CH:46]=3)[CH2:32][CH2:31]2)=[O:28])[N:8]([C:10]2[CH:15]=[CH:14][CH:13]=[C:12]([O:16][CH2:17][CH2:18][OH:19])[CH:11]=2)[N:9]=1)([CH3:4])([CH3:2])[CH3:3]. The yield is 0.990. (2) The product is [O:14]([C:21]1[CH:22]=[C:23]([NH:24][CH2:9][C:8]2[CH:11]=[CH:12][CH:13]=[C:6]([CH:2]3[CH2:3][CH2:4][CH2:5][O:1]3)[CH:7]=2)[CH:25]=[CH:26][CH:27]=1)[C:15]1[CH:16]=[CH:17][CH:18]=[CH:19][CH:20]=1. The catalyst is O.ClCCCl. The reactants are [O:1]1[CH:5]=[CH:4][CH2:3][CH:2]1[C:6]1[CH:7]=[C:8]([CH:11]=[CH:12][CH:13]=1)[CH:9]=O.[O:14]([C:21]1[CH:22]=[C:23]([CH:25]=[CH:26][CH:27]=1)[NH2:24])[C:15]1[CH:20]=[CH:19][CH:18]=[CH:17][CH:16]=1.[BH-](OC(C)=O)(OC(C)=O)OC(C)=O.[Na+].C(O)(=O)C. The yield is 0.840. (3) The reactants are C(=O)([O-])[O-].[K+].[K+].[OH:7][C:8]1[CH:9]=[C:10]([CH:13]=[CH:14][C:15]=1[OH:16])[CH:11]=[O:12].[CH2:17](I)[CH3:18]. The catalyst is CC(=O)CC.O. The product is [OH:7][C:8]1[CH:9]=[C:10]([CH:13]=[CH:14][C:15]=1[O:16][CH2:17][CH3:18])[CH:11]=[O:12]. The yield is 0.430. (4) The reactants are [C:1]([O:5][C:6]([N:8]1[CH2:13][CH2:12][N:11]([CH2:14][C:15]2[CH:20]=[CH:19][C:18]([NH:21][C:22]3[N:27]=[C:26]([CH2:28][CH2:29][C:30]4[CH:35]=[CH:34][CH:33]=[CH:32][C:31]=4[CH2:36][C:37]([O-])=[O:38])[C:25]([C:40]([F:43])([F:42])[F:41])=[CH:24][N:23]=3)=[CH:17][CH:16]=2)[CH2:10][CH2:9]1)=[O:7])([CH3:4])([CH3:3])[CH3:2].[Li+].[Cl-].[NH4+].C[N:48](C(ON1N=NC2C=CC=NC1=2)=[N+](C)C)C.F[P-](F)(F)(F)(F)F.CCN(C(C)C)C(C)C. The catalyst is CN(C=O)C. The product is [NH2:48][C:37](=[O:38])[CH2:36][C:31]1[CH:32]=[CH:33][CH:34]=[CH:35][C:30]=1[CH2:29][CH2:28][C:26]1[C:25]([C:40]([F:42])([F:43])[F:41])=[CH:24][N:23]=[C:22]([NH:21][C:18]2[CH:19]=[CH:20][C:15]([CH2:14][N:11]3[CH2:12][CH2:13][N:8]([C:6]([O:5][C:1]([CH3:4])([CH3:3])[CH3:2])=[O:7])[CH2:9][CH2:10]3)=[CH:16][CH:17]=2)[N:27]=1. The yield is 0.290. (5) The reactants are [C:1]([O:8][CH2:9][CH3:10])(=[O:7])[C:2]([O:4]CC)=O.[O-]CC.[Na+].[CH3:15][N:16]1[CH:20]=[C:19]([C:21](=[O:23])[CH3:22])[CH:18]=[N:17]1.O. The catalyst is C(O)C.C(OCC)C. The product is [CH2:9]([O:8][C:1](=[O:7])[C:2](=[O:4])[CH2:22][C:21]([C:19]1[CH:18]=[N:17][N:16]([CH3:15])[CH:20]=1)=[O:23])[CH3:10]. The yield is 0.790. (6) The reactants are Cl[C:2]1[C:3]([C:16]2[CH:21]=[CH:20][CH:19]=[CH:18][CH:17]=2)=[N:4][C:5]2[C:10]([N:11]=1)=[CH:9][C:8]([C:12]([O:14][CH3:15])=[O:13])=[CH:7][CH:6]=2.B(O)(O)[C:23]1[CH:24]=[CH:25][C:26]([CH3:29])=[CH:27][CH:28]=1. No catalyst specified. The product is [C:16]1([C:3]2[C:2]([C:23]3[CH:28]=[CH:27][C:26]([CH3:29])=[CH:25][CH:24]=3)=[N:11][C:10]3[C:5](=[CH:6][CH:7]=[C:8]([C:12]([O:14][CH3:15])=[O:13])[CH:9]=3)[N:4]=2)[CH:21]=[CH:20][CH:19]=[CH:18][CH:17]=1. The yield is 0.760.